This data is from Forward reaction prediction with 1.9M reactions from USPTO patents (1976-2016). The task is: Predict the product of the given reaction. (1) Given the reactants [CH3:1][C:2]1[N:3]=[N:4][NH:5][N:6]=1.C(=O)([O-])[O-].[Cs+].[Cs+].CS(O[CH2:18][CH:19]1[CH2:24][CH2:23][N:22]([C:25](=[O:42])/[CH:26]=[CH:27]/[C:28]2[CH:33]=[CH:32][C:31]([Cl:34])=[CH:30][C:29]=2[CH2:35][N:36]2[N:40]=[N:39][C:38]([CH3:41])=[N:37]2)[CH2:21][CH2:20]1)(=O)=O.O, predict the reaction product. The product is: [Cl:34][C:31]1[CH:32]=[CH:33][C:28](/[CH:27]=[CH:26]/[C:25]([N:22]2[CH2:23][CH2:24][CH:19]([CH2:18][N:4]3[N:5]=[N:6][C:2]([CH3:1])=[N:3]3)[CH2:20][CH2:21]2)=[O:42])=[C:29]([CH2:35][N:36]2[N:40]=[N:39][C:38]([CH3:41])=[N:37]2)[CH:30]=1. (2) Given the reactants [OH:1][C:2]1[CH:3]=[C:4]([CH:10]2[CH2:14][NH:13][C:12](=[O:15])[CH2:11]2)[CH:5]=[CH:6][C:7]=1[O:8][CH3:9].[C:16]1([CH2:22][CH2:23][CH2:24]Br)[CH:21]=[CH:20][CH:19]=[CH:18][CH:17]=1.C(=O)([O-])[O-].[K+].[K+], predict the reaction product. The product is: [C:16]1([CH2:22][CH2:23][CH2:24][O:1][C:2]2[CH:3]=[C:4]([CH:10]3[CH2:14][NH:13][C:12](=[O:15])[CH2:11]3)[CH:5]=[CH:6][C:7]=2[O:8][CH3:9])[CH:21]=[CH:20][CH:19]=[CH:18][CH:17]=1. (3) The product is: [CH3:18][C:16]1([CH3:19])[O:17][C@H:13]2[C@H:12]([NH:20][C:21]3[CH:26]=[C:25]([C:27]#[C:28][C:29]4[CH:34]=[CH:33][CH:32]=[CH:31][CH:30]=4)[N:24]=[CH:23][N:22]=3)[CH2:11][C@H:10]([CH2:9][OH:8])[C@H:14]2[O:15]1. Given the reactants [Si]([O:8][CH2:9][C@@H:10]1[C@H:14]2[O:15][C:16]([CH3:19])([CH3:18])[O:17][C@H:13]2[C@H:12]([NH:20][C:21]2[CH:26]=[C:25]([C:27]#[C:28][C:29]3[CH:34]=[CH:33][CH:32]=[CH:31][CH:30]=3)[N:24]=[CH:23][N:22]=2)[CH2:11]1)(C(C)(C)C)(C)C.F.N1C=CC=CC=1, predict the reaction product. (4) Given the reactants [C:1]([O:5][C:6]([NH:8][C@H:9]([C:13]([O:15][C:16]([CH3:19])([CH3:18])[CH3:17])=[O:14])[CH2:10][CH2:11]O)=[O:7])([CH3:4])([CH3:3])[CH3:2].[Br:20]N1C(=O)CCC1=O.C1(P(C2C=CC=CC=2)C2C=CC=CC=2)C=CC=CC=1, predict the reaction product. The product is: [Br:20][CH2:11][CH2:10][C@H:9]([NH:8][C:6]([O:5][C:1]([CH3:4])([CH3:3])[CH3:2])=[O:7])[C:13]([O:15][C:16]([CH3:19])([CH3:18])[CH3:17])=[O:14]. (5) Given the reactants [Br-:1].[CH2:2]([P+:6]([CH2:28][CH2:29][CH2:30][CH3:31])([CH2:24][CH2:25][CH2:26][CH3:27])[CH2:7][CH2:8][CH2:9][NH:10][C:11](=[O:23])[C:12]1[CH:17]=[CH:16][C:15]([CH2:18][CH3:19])=[C:14]([N+:20]([O-:22])=[O:21])[CH:13]=1)[CH2:3][CH2:4][CH3:5].[CH2:32]=[O:33].CC(C)([O-])C.[K+].Cl, predict the reaction product. The product is: [Br-:1].[CH2:28]([P+:6]([CH2:2][CH2:3][CH2:4][CH3:5])([CH2:24][CH2:25][CH2:26][CH3:27])[CH2:7][CH2:8][CH2:9][NH:10][C:11](=[O:23])[C:12]1[CH:17]=[CH:16][C:15]([CH:18]([CH3:19])[CH2:32][OH:33])=[C:14]([N+:20]([O-:22])=[O:21])[CH:13]=1)[CH2:29][CH2:30][CH3:31].